This data is from Catalyst prediction with 721,799 reactions and 888 catalyst types from USPTO. The task is: Predict which catalyst facilitates the given reaction. (1) Reactant: [OH:1][C:2]1[CH:3]=[C:4]([NH:9][C:10]([NH2:12])=[S:11])[CH:5]=[CH:6][C:7]=1[CH3:8].Br[CH2:14][C:15](=O)[CH3:16]. Product: [CH3:8][C:7]1[CH:6]=[CH:5][C:4]([NH:9][C:10]2[S:11][CH:14]=[C:15]([CH3:16])[N:12]=2)=[CH:3][C:2]=1[OH:1]. The catalyst class is: 3. (2) Reactant: C[O:2][C:3]([C:5]1[CH:14]=[CH:13][C:12]2[C:11](=[O:15])[NH:10][CH:9]=[CH:8][C:7]=2[N:6]=1)=[O:4]. Product: [O:15]=[C:11]1[NH:10][CH:9]=[CH:8][C:7]2[N:6]=[C:5]([C:3]([OH:4])=[O:2])[CH:14]=[CH:13][C:12]1=2. The catalyst class is: 36. (3) Reactant: [Cl:1][C:2]1[C:27]([Cl:28])=[CH:26][CH:25]=[CH:24][C:3]=1[CH2:4][N:5]1[C:9]2[CH:10]=[C:11]([N:17]3[CH2:22][CH2:21][O:20][CH2:19][CH2:18]3)[CH:12]=[C:13]([N+:14]([O-])=[O:15])[C:8]=2[N:7]=[C:6]1[CH3:23]. Product: [NH3:5].[OH2:15].[Cl:1][C:2]1[C:27]([Cl:28])=[CH:26][CH:25]=[CH:24][C:3]=1[CH2:4][N:5]1[C:9]2[CH:10]=[C:11]([N:17]3[CH2:18][CH2:19][O:20][CH2:21][CH2:22]3)[CH:12]=[C:13]([NH2:14])[C:8]=2[N:7]=[C:6]1[CH3:23]. The catalyst class is: 190. (4) Product: [CH3:24][O:25][NH:18][C:9]([NH:8][C:1]([O:3][C:4]([CH3:5])([CH3:6])[CH3:7])=[O:2])=[N:10][C:11]([O:13][C:14]([CH3:15])([CH3:16])[CH3:17])=[O:12]. Reactant: [C:1]([NH:8][C:9]([N:18]1C=CC=N1)=[N:10][C:11]([O:13][C:14]([CH3:17])([CH3:16])[CH3:15])=[O:12])([O:3][C:4]([CH3:7])([CH3:6])[CH3:5])=[O:2].Cl.[CH3:24][O:25]N.CO.C(N(CC)CC)C. The catalyst class is: 1. (5) Reactant: [H-].[H-].[H-].[H-].[Li+].[Al+3].[F:7][C:8]1[CH:16]=[CH:15][C:11]([C:12](O)=O)=[C:10]([OH:17])[CH:9]=1.[C-:18]#[N:19].[Na+]. Product: [F:7][C:8]1[CH:16]=[CH:15][C:11]([CH2:12][C:18]#[N:19])=[C:10]([OH:17])[CH:9]=1. The catalyst class is: 1. (6) Reactant: [CH2:1]([O:8][C:9]1[C:18]2[C:17](=O)[O:16]C(C)(C)[O:14][C:13]=2[CH:12]=[CH:11][CH:10]=1)[C:2]1[CH:7]=[CH:6][CH:5]=[CH:4][CH:3]=1.[H-].C([Al+]CC(C)C)C(C)C. Product: [CH2:1]([O:8][C:9]1[CH:10]=[CH:11][CH:12]=[C:13]([OH:14])[C:18]=1[CH:17]=[O:16])[C:2]1[CH:3]=[CH:4][CH:5]=[CH:6][CH:7]=1. The catalyst class is: 426. (7) Product: [C:1]1([C:7]2[N:11]=[CH:10][N:9]([C:20]([C:21]3[CH:26]=[CH:25][CH:24]=[CH:23][CH:22]=3)([C:33]3[CH:34]=[CH:35][CH:36]=[CH:37][CH:38]=3)[C:27]3[CH:28]=[CH:29][CH:30]=[CH:31][CH:32]=3)[CH:8]=2)[CH:2]=[CH:3][CH:4]=[CH:5][CH:6]=1. Reactant: [C:1]1([C:7]2[NH:11][CH:10]=[N:9][CH:8]=2)[CH:6]=[CH:5][CH:4]=[CH:3][CH:2]=1.CCN(CC)CC.Cl[C:20]([C:33]1[CH:38]=[CH:37][CH:36]=[CH:35][CH:34]=1)([C:27]1[CH:32]=[CH:31][CH:30]=[CH:29][CH:28]=1)[C:21]1[CH:26]=[CH:25][CH:24]=[CH:23][CH:22]=1. The catalyst class is: 3. (8) Reactant: [CH2:1]=[O:2].[Cl-].[Mg+2].[Cl-].C(N(CC)CC)C.[Cl:13][C:14]1[CH:19]=[CH:18][C:17]([CH3:20])=[CH:16][C:15]=1[OH:21].Cl. Product: [Cl:13][C:14]1[C:15]([OH:21])=[C:16]([C:17]([CH3:20])=[CH:18][CH:19]=1)[CH:1]=[O:2]. The catalyst class is: 10. (9) Reactant: [CH3:1][C:2]1C=[CH:6][C:5](S(OCCCCC#C)(=O)=O)=[CH:4][CH:3]=1.[N-:18]=[N+:19]=[N-:20].[Na+]. Product: [N:18]([CH2:1][CH2:2][CH2:3][CH2:4][C:5]#[CH:6])=[N+:19]=[N-:20]. The catalyst class is: 18. (10) Reactant: Br[C:2]1[CH:3]=[C:4]([CH:8]([N:12]2[CH:16]=[C:15]([C:17]3[C:18]4[CH:25]=[CH:24][N:23]([CH2:26][O:27][CH2:28][CH2:29][Si:30]([CH3:33])([CH3:32])[CH3:31])[C:19]=4[N:20]=[CH:21][N:22]=3)[CH:14]=[N:13]2)[CH2:9][C:10]#[N:11])[CH:5]=[N:6][CH:7]=1.[CH3:34][Si:35]([C:38]#[CH:39])([CH3:37])[CH3:36]. Product: [CH3:31][Si:30]([CH3:33])([CH3:32])[CH2:29][CH2:28][O:27][CH2:26][N:23]1[C:19]2[N:20]=[CH:21][N:22]=[C:17]([C:15]3[CH:14]=[N:13][N:12]([CH:8]([C:4]4[CH:5]=[N:6][CH:7]=[C:2]([C:39]#[C:38][Si:35]([CH3:37])([CH3:36])[CH3:34])[CH:3]=4)[CH2:9][C:10]#[N:11])[CH:16]=3)[C:18]=2[CH:25]=[CH:24]1. The catalyst class is: 724.